From a dataset of Catalyst prediction with 721,799 reactions and 888 catalyst types from USPTO. Predict which catalyst facilitates the given reaction. (1) Reactant: [O:1]=[C:2]1[C:11]2[C:6](=[CH:7][CH:8]=[C:9]([C:12](O)=O)[CH:10]=2)[O:5][C:4]([C:15]2[CH:20]=[CH:19][CH:18]=[CH:17][CH:16]=2)=[CH:3]1.CN(C(ON1N=NC2C=CC=NC1=2)=[N+](C)C)C.F[P-](F)(F)(F)(F)F.C(N(C(C)C)CC)(C)C.C([O:56][C:57](=[O:72])[C:58]1[CH:63]=[CH:62][C:61]([NH:64][CH:65]2[CH2:70][CH2:69][CH2:68][CH2:67][CH2:66]2)=[C:60]([NH2:71])[CH:59]=1)C.[OH-].[Na+]. Product: [CH:65]1([N:64]2[C:61]3[CH:62]=[CH:63][C:58]([C:57]([OH:56])=[O:72])=[CH:59][C:60]=3[N:71]=[C:12]2[C:9]2[CH:10]=[C:11]3[C:6](=[CH:7][CH:8]=2)[O:5][C:4]([C:15]2[CH:16]=[CH:17][CH:18]=[CH:19][CH:20]=2)=[CH:3][C:2]3=[O:1])[CH2:66][CH2:67][CH2:68][CH2:69][CH2:70]1. The catalyst class is: 3. (2) Reactant: [C:1]1([CH2:7][CH2:8][NH2:9])[CH:6]=[CH:5][CH:4]=[CH:3][CH:2]=1.C(N(CC)C(C)C)C.[N:18]1[C:26]2[CH:25]=[CH:24][N:23]=[CH:22][C:21]=2[NH:20][C:19]=1[C:27]1[C:39]2[C:38]3[C:33](=[CH:34][CH:35]=[CH:36][CH:37]=3)[C:32](=O)[C:31]=2[CH:30]=[CH:29][CH:28]=1.[Na].P([O-])(O)(O)=O.[K+]. Product: [N:18]1[C:26]2[CH:25]=[CH:24][N:23]=[CH:22][C:21]=2[NH:20][C:19]=1[C:27]1[C:39]2[C:38]3[C:33](=[CH:34][CH:35]=[CH:36][CH:37]=3)[CH:32]([NH:9][CH2:8][CH2:7][C:1]3[CH:6]=[CH:5][CH:4]=[CH:3][CH:2]=3)[C:31]=2[CH:30]=[CH:29][CH:28]=1. The catalyst class is: 8. (3) Reactant: [CH3:1][C:2](C)([O-:4])C.[K+].[CH2:7]([O:14][C:15]1[CH:16]=[C:17]([CH:31]=[CH:32][CH:33]=1)[C:18]([NH:20][C:21]1[CH:26]=[CH:25][CH:24]=[CH:23][C:22]=1[S:27]([NH2:30])(=[O:29])=[O:28])=[O:19])[C:8]1[CH:13]=[CH:12][CH:11]=[CH:10][CH:9]=1.C(Cl)(=O)C.[Cl-].[NH4+]. Product: [CH2:7]([O:14][C:15]1[CH:16]=[C:17]([CH:31]=[CH:32][CH:33]=1)[C:18]([NH:20][C:21]1[CH:26]=[CH:25][CH:24]=[CH:23][C:22]=1[S:27]([NH:30][C:2](=[O:4])[CH3:1])(=[O:29])=[O:28])=[O:19])[C:8]1[CH:9]=[CH:10][CH:11]=[CH:12][CH:13]=1. The catalyst class is: 7. (4) Reactant: [Cl:1][C:2]1[CH:7]=[CH:6][CH:5]=[C:4]([Cl:8])[C:3]=1[C:9]1[C:13]([CH2:14][O:15][C:16]2[CH:25]=[C:24]3[C:19]([CH:20]=[CH:21][C:22]([C:26]4[CH:27]=[C:28]([CH:33]=[CH:34][CH:35]=4)[C:29]([O:31]C)=[O:30])=[CH:23]3)=[CH:18][CH:17]=2)=[C:12]([CH:36]([CH3:38])[CH3:37])[O:11][N:10]=1.[OH-].[Na+].CO. Product: [Cl:8][C:4]1[CH:5]=[CH:6][CH:7]=[C:2]([Cl:1])[C:3]=1[C:9]1[C:13]([CH2:14][O:15][C:16]2[CH:25]=[C:24]3[C:19]([CH:20]=[CH:21][C:22]([C:26]4[CH:27]=[C:28]([CH:33]=[CH:34][CH:35]=4)[C:29]([OH:31])=[O:30])=[CH:23]3)=[CH:18][CH:17]=2)=[C:12]([CH:36]([CH3:38])[CH3:37])[O:11][N:10]=1. The catalyst class is: 7.